Dataset: Reaction yield outcomes from USPTO patents with 853,638 reactions. Task: Predict the reaction yield, written as a fraction of the theoretical maximum amount of product (1.0 means a 100% yield; for example, 0.34 means a 34% yield). (1) The reactants are [C:1]([N:4]([C:29]1[CH:34]=[CH:33][C:32]([Cl:35])=[CH:31][CH:30]=1)[C@H:5]1[C:14]2[C:9](=[CH:10][CH:11]=[CH:12][CH:13]=2)[N:8]([C:15]([C:17]2[CH:22]=[CH:21][C:20]([CH:23]=[CH:24][C:25]([OH:27])=[O:26])=[CH:19][CH:18]=2)=[O:16])[C@@H:7]([CH3:28])[CH2:6]1)(=[O:3])[CH3:2]. The catalyst is CCO.C(Cl)Cl.[Pd]. The product is [C:1]([N:4]([C:29]1[CH:30]=[CH:31][C:32]([Cl:35])=[CH:33][CH:34]=1)[C@H:5]1[C:14]2[C:9](=[CH:10][CH:11]=[CH:12][CH:13]=2)[N:8]([C:15]([C:17]2[CH:22]=[CH:21][C:20]([CH2:23][CH2:24][C:25]([OH:27])=[O:26])=[CH:19][CH:18]=2)=[O:16])[C@@H:7]([CH3:28])[CH2:6]1)(=[O:3])[CH3:2]. The yield is 0.990. (2) The reactants are [CH3:1][C@H:2]1[CH2:7][NH:6][CH2:5][C@@H:4]([CH3:8])[NH:3]1.[CH3:9][C:10]([O:13][C:14](O[C:14]([O:13][C:10]([CH3:12])([CH3:11])[CH3:9])=[O:15])=[O:15])([CH3:12])[CH3:11]. The catalyst is ClCCl. The product is [CH3:8][C@H:4]1[NH:3][C@@H:2]([CH3:1])[CH2:7][N:6]([C:14]([O:13][C:10]([CH3:12])([CH3:11])[CH3:9])=[O:15])[CH2:5]1. The yield is 0.950.